This data is from Forward reaction prediction with 1.9M reactions from USPTO patents (1976-2016). The task is: Predict the product of the given reaction. (1) Given the reactants [CH3:1][O:2][CH2:3][CH2:4][O:5][C:6]1[CH:11]=[CH:10][N:9]2[C:12]([C:15]3[CH:24]=[CH:23][C:22]4[C:17](=[C:18]([N:25]5[CH2:30][CH2:29][C:28]([NH:32]C(=O)OCC6C=CC=CC=6)([CH3:31])[CH2:27][CH2:26]5)[CH:19]=[CH:20][CH:21]=4)[N:16]=3)=[CH:13][N:14]=[C:8]2[CH:7]=1.Cl, predict the reaction product. The product is: [CH3:1][O:2][CH2:3][CH2:4][O:5][C:6]1[CH:11]=[CH:10][N:9]2[C:12]([C:15]3[CH:24]=[CH:23][C:22]4[C:17](=[C:18]([N:25]5[CH2:26][CH2:27][C:28]([CH3:31])([NH2:32])[CH2:29][CH2:30]5)[CH:19]=[CH:20][CH:21]=4)[N:16]=3)=[CH:13][N:14]=[C:8]2[CH:7]=1. (2) Given the reactants [Cl:1][C:2]1[CH:3]=[C:4]2[C:9](=[CH:10][CH:11]=1)[NH:8][CH:7]([C:12]1[CH:13]=[C:14]([NH2:18])[CH:15]=[CH:16][CH:17]=1)[CH2:6][C:5]2([CH3:20])[CH3:19].[C:21]1([S:27](Cl)(=[O:29])=[O:28])[CH:26]=[CH:25][CH:24]=[CH:23][CH:22]=1, predict the reaction product. The product is: [Cl:1][C:2]1[CH:3]=[C:4]2[C:9](=[CH:10][CH:11]=1)[NH:8][CH:7]([C:12]1[CH:13]=[C:14]([NH:18][S:27]([C:21]3[CH:26]=[CH:25][CH:24]=[CH:23][CH:22]=3)(=[O:29])=[O:28])[CH:15]=[CH:16][CH:17]=1)[CH2:6][C:5]2([CH3:20])[CH3:19].